From a dataset of Catalyst prediction with 721,799 reactions and 888 catalyst types from USPTO. Predict which catalyst facilitates the given reaction. (1) Product: [C:1]([C:3]1[CH:10]=[CH:9][C:6]([CH2:7][N:20]([CH3:21])[CH2:19][C:18]([O:17][C:13]([CH3:16])([CH3:15])[CH3:14])=[O:22])=[C:5]([F:11])[CH:4]=1)#[N:2]. Reactant: [C:1]([C:3]1[CH:10]=[CH:9][C:6]([CH2:7]Br)=[C:5]([F:11])[CH:4]=1)#[N:2].Cl.[C:13]([O:17][C:18](=[O:22])[CH2:19][NH:20][CH3:21])([CH3:16])([CH3:15])[CH3:14].C(=O)([O-])[O-].[K+].[K+]. The catalyst class is: 21. (2) Reactant: [F:1][C:2]1[CH:7]=[C:6]([N+:8]([O-])=O)[CH:5]=[CH:4][C:3]=1[N:11]1[CH:15]=[CH:14][CH:13]=[N:12]1. Product: [F:1][C:2]1[CH:7]=[C:6]([CH:5]=[CH:4][C:3]=1[N:11]1[CH:15]=[CH:14][CH:13]=[N:12]1)[NH2:8]. The catalyst class is: 707. (3) Reactant: [CH3:1][N:2]1[C:6]([C:7](=[N:14][O:15][CH2:16][C:17]2[N:18]=[C:19]([NH:22][C:23](=O)OC(C)(C)C)[S:20][CH:21]=2)[C:8]2[CH:13]=[CH:12][CH:11]=[CH:10][CH:9]=2)=[N:5][N:4]=[N:3]1.[H-].[Na+].BrC[CH2:34][CH:35]1[CH2:40][CH2:39][CH2:38][CH2:37][CH2:36]1.C(O)(C(F)(F)F)=O.C([O-])([O-])=O.[Na+].[Na+]. Product: [CH:35]1([CH2:34][CH2:23][NH:22][C:19]2[S:20][CH:21]=[C:17]([CH2:16][O:15][N:14]=[C:7]([C:6]3[N:2]([CH3:1])[N:3]=[N:4][N:5]=3)[C:8]3[CH:13]=[CH:12][CH:11]=[CH:10][CH:9]=3)[N:18]=2)[CH2:40][CH2:39][CH2:38][CH2:37][CH2:36]1. The catalyst class is: 85. (4) Reactant: C([O:3][C:4]([C:6]1[CH:7]=[N:8][N:9]([C:17]([CH3:20])([CH3:19])[CH3:18])[C:10]=1[C:11]1[CH:15]=[C:14]([Cl:16])[O:13][N:12]=1)=[O:5])C.[OH-].[Li+]. Product: [C:17]([N:9]1[C:10]([C:11]2[CH:15]=[C:14]([Cl:16])[O:13][N:12]=2)=[C:6]([C:4]([OH:5])=[O:3])[CH:7]=[N:8]1)([CH3:20])([CH3:18])[CH3:19]. The catalyst class is: 8. (5) Reactant: [CH3:1][O:2][C:3]1[C:8]2[C:9](=[O:25])[N:10]3[CH2:24][CH2:23][CH2:22][CH:11]3[CH2:12][N:13](C(OCC(Cl)(Cl)Cl)=O)[C:7]=2[CH:6]=[C:5]([O:26][CH3:27])[C:4]=1[O:28][CH3:29]. Product: [CH3:1][O:2][C:3]1[C:8]2[C:9](=[O:25])[N:10]3[CH2:24][CH2:23][CH2:22][CH:11]3[CH2:12][NH:13][C:7]=2[CH:6]=[C:5]([O:26][CH3:27])[C:4]=1[O:28][CH3:29]. The catalyst class is: 49. (6) Reactant: [OH-].[Na+].[Cl:3][C:4]1[C:9]2[O:10][CH2:11][CH2:12][O:13][C:8]=2[CH:7]=[C:6]([C:14]([C@H:16]2[CH2:18][C@@H:17]2[C:19]([O:21]C)=[O:20])=[O:15])[CH:5]=1.Cl. Product: [Cl:3][C:4]1[C:9]2[O:10][CH2:11][CH2:12][O:13][C:8]=2[CH:7]=[C:6]([C:14]([C@H:16]2[CH2:18][C@@H:17]2[C:19]([OH:21])=[O:20])=[O:15])[CH:5]=1. The catalyst class is: 12. (7) Product: [Cl:3][C:4]1[C:5]([CH3:30])=[C:6]([C:22]2[CH:23]=[N:24][C:25]([CH2:28][OH:29])=[CH:26][CH:27]=2)[C:7]([O:20][CH3:21])=[C:8]([CH:10]([NH:12][C:13](=[O:19])[O:14][C:15]([CH3:18])([CH3:16])[CH3:17])[CH3:11])[CH:9]=1. Reactant: [BH4-].[Na+].[Cl:3][C:4]1[C:5]([CH3:30])=[C:6]([C:22]2[CH:23]=[N:24][C:25]([CH:28]=[O:29])=[CH:26][CH:27]=2)[C:7]([O:20][CH3:21])=[C:8]([CH:10]([NH:12][C:13](=[O:19])[O:14][C:15]([CH3:18])([CH3:17])[CH3:16])[CH3:11])[CH:9]=1. The catalyst class is: 5.